This data is from Blood-brain barrier permeability classification from the B3DB database. The task is: Regression/Classification. Given a drug SMILES string, predict its absorption, distribution, metabolism, or excretion properties. Task type varies by dataset: regression for continuous measurements (e.g., permeability, clearance, half-life) or binary classification for categorical outcomes (e.g., BBB penetration, CYP inhibition). Dataset: b3db_classification. (1) The molecule is C[C@H]1OC2(CCCC[C@H]2Oc2cccc(Cl)c2)NC1=O. The result is 1 (penetrates BBB). (2) The molecule is CO[C@H]1/C=C/O[C@@]2(C)Oc3c(C)c(O)c4c(O)c(c(/C=N/N5CCN(C)CC5)c(O)c4c3C2=O)NC(=O)/C(C)=C\C=C\[C@H](C)[C@H](O)[C@@H](C)[C@@H](O)[C@@H](C)[C@H](OC(C)=O)[C@@H]1C. The result is 0 (does not penetrate BBB). (3) The compound is CC1(C)S[C@@H]2[C@H](NC(=O)C(Oc3ccccc3)c3ccccc3)C(=O)N2[C@H]1C(=O)O. The result is 0 (does not penetrate BBB). (4) The result is 1 (penetrates BBB). The drug is CCCN(CCCCN1C(=O)CC2(CCCC2)CC1=O)[C@@H]1COc2cccc(OC)c2C1. (5) The drug is O=C1NC(=NC2CC2)O[C@H]1c1ccccc1. The result is 1 (penetrates BBB).